From a dataset of Catalyst prediction with 721,799 reactions and 888 catalyst types from USPTO. Predict which catalyst facilitates the given reaction. (1) Reactant: [CH3:1][C:2]1[N:7]=[C:6]([C:8]2[CH:13]=[CH:12][CH:11]=[C:10]([C:14]3[CH:15]=[C:16]([S:20](Cl)(=[O:22])=[O:21])[CH:17]=[CH:18][CH:19]=3)[N:9]=2)[CH:5]=[C:4]([C:24]2[CH:29]=[CH:28][C:27]([C:30]([F:33])([F:32])[F:31])=[CH:26][CH:25]=2)[CH:3]=1.[NH:34]1[CH2:39][CH2:38][O:37][CH2:36][CH2:35]1. Product: [CH3:1][C:2]1[N:7]=[C:6]([C:8]2[CH:13]=[CH:12][CH:11]=[C:10]([C:14]3[CH:19]=[CH:18][CH:17]=[C:16]([S:20]([N:34]4[CH2:39][CH2:38][O:37][CH2:36][CH2:35]4)(=[O:22])=[O:21])[CH:15]=3)[N:9]=2)[CH:5]=[C:4]([C:24]2[CH:29]=[CH:28][C:27]([C:30]([F:33])([F:32])[F:31])=[CH:26][CH:25]=2)[CH:3]=1. The catalyst class is: 49. (2) Reactant: [NH:1]([C:3]1[CH:11]=[CH:10][C:6]([C:7]([OH:9])=[O:8])=[CH:5][CH:4]=1)[NH2:2].[C:12]([CH2:14][C:15]([C:17]1[CH:26]=[CH:25][C:20]([C:21]([O:23][CH3:24])=[O:22])=[CH:19][CH:18]=1)=O)#[N:13]. Product: [NH2:13][C:12]1[N:1]([C:3]2[CH:4]=[CH:5][C:6]([C:7]([OH:9])=[O:8])=[CH:10][CH:11]=2)[N:2]=[C:15]([C:17]2[CH:26]=[CH:25][C:20]([C:21]([O:23][CH3:24])=[O:22])=[CH:19][CH:18]=2)[CH:14]=1. The catalyst class is: 5. (3) The catalyst class is: 16. Product: [N+:14]([C:10]1[CH:9]=[C:8]([N:1]2[CH2:6][CH2:5][O:4][CH2:3][CH2:2]2)[CH:13]=[CH:12][CH:11]=1)([O-:16])=[O:15]. Reactant: [NH:1]1[CH2:6][CH2:5][O:4][CH2:3][CH2:2]1.F[C:8]1[CH:13]=[CH:12][CH:11]=[C:10]([N+:14]([O-:16])=[O:15])[CH:9]=1.O. (4) Reactant: [N:1]1[CH:9]=[C:8]2[C:4]([N:5]=[C:6]([NH2:10])[NH:7]2)=[N:3][CH:2]=1.[C:11]([C:13]1[CH:28]=[CH:27][C:16]([CH:17]=[C:18]([C:24](=O)[CH3:25])[C:19]([O:21][CH2:22][CH3:23])=[O:20])=[CH:15][CH:14]=1)#[N:12].C(=O)(O)[O-].[Na+]. Product: [C:11]([C:13]1[CH:28]=[CH:27][C:16]([CH:17]2[N:7]3[C:6](=[N:5][C:4]4[N:3]=[CH:2][N:1]=[CH:9][C:8]=43)[NH:10][C:24]([CH3:25])=[C:18]2[C:19]([O:21][CH2:22][CH3:23])=[O:20])=[CH:15][CH:14]=1)#[N:12]. The catalyst class is: 3. (5) Reactant: [NH2:1][C:2]1[CH:10]=[CH:9][C:8]([Cl:11])=[CH:7][C:3]=1[C:4](O)=[O:5].[CH3:12][NH:13][CH:14]=O. Product: [Cl:11][C:8]1[CH:7]=[C:3]2[C:2](=[CH:10][CH:9]=1)[N:1]=[CH:12][N:13]([CH3:14])[C:4]2=[O:5]. The catalyst class is: 6.